This data is from Reaction yield outcomes from USPTO patents with 853,638 reactions. The task is: Predict the reaction yield, written as a fraction of the theoretical maximum amount of product (1.0 means a 100% yield; for example, 0.34 means a 34% yield). (1) The reactants are [Br:1][C:2]1[CH:7]=[CH:6][CH:5]=[CH:4][C:3]=1[S:8][CH:9]([CH3:11])[CH3:10].[OH:12]OS([O-])=O.[K+].[OH2:18]. The catalyst is CO. The product is [Br:1][C:2]1[CH:7]=[CH:6][CH:5]=[CH:4][C:3]=1[S:8]([CH:9]([CH3:11])[CH3:10])(=[O:12])=[O:18]. The yield is 0.670. (2) The reactants are [OH:1][C:2]1[CH:7]=[CH:6][C:5]([C:8](=[O:20])[CH2:9][C:10]2[CH:19]=[CH:18][C:13]([C:14]([O:16]C)=[O:15])=[CH:12][CH:11]=2)=[CH:4][CH:3]=1.Cl. The catalyst is O1CCOCC1. The product is [OH:1][C:2]1[CH:3]=[CH:4][C:5]([C:8](=[O:20])[CH2:9][C:10]2[CH:11]=[CH:12][C:13]([C:14]([OH:16])=[O:15])=[CH:18][CH:19]=2)=[CH:6][CH:7]=1. The yield is 0.190. (3) The product is [NH2:31][C:17]1[C:16]([CH3:15])=[N:20][C:19]2([C:29]3[C:24](=[CH:25][CH:26]=[C:27]([NH:30][C:12]([C:9]4[CH:8]=[N:7][C:6]([O:5][CH2:1][C:2]#[C:3][CH3:4])=[CH:11][N:10]=4)=[O:14])[CH:28]=3)[O:23][CH2:22][CH2:21]2)[N:18]=1. No catalyst specified. The reactants are [CH2:1]([O:5][C:6]1[N:7]=[CH:8][C:9]([C:12]([OH:14])=O)=[N:10][CH:11]=1)[C:2]#[C:3][CH3:4].[CH3:15][C:16]1[C:17]([NH2:31])=[N:18][C:19]2([C:29]3[C:24](=[CH:25][CH:26]=[C:27]([NH2:30])[CH:28]=3)[O:23][CH2:22][CH2:21]2)[N:20]=1. The yield is 0.240. (4) The reactants are [N:1]([CH2:4][CH2:5][CH2:6][C:7]1([C:32]2[CH:37]=[CH:36][CH:35]=[CH:34][CH:33]=2)[N:11]([C:12](=[O:23])[CH:13]([NH:15]C(=O)OC(C)(C)C)[CH3:14])[N:10]=[C:9]([C:24]2[CH:29]=[C:28]([F:30])[CH:27]=[CH:26][C:25]=2[F:31])[S:8]1)=[N+:2]=[N-:3].Cl. The catalyst is CCO. The product is [NH2:15][CH:13]([CH3:14])[C:12]([N:11]1[N:10]=[C:9]([C:24]2[CH:29]=[C:28]([F:30])[CH:27]=[CH:26][C:25]=2[F:31])[S:8][C:7]1([CH2:6][CH2:5][CH2:4][N:1]=[N+:2]=[N-:3])[C:32]1[CH:37]=[CH:36][CH:35]=[CH:34][CH:33]=1)=[O:23]. The yield is 0.950. (5) The reactants are [F:1][C:2]([F:22])([F:21])[O:3][C:4]1[CH:5]=[C:6]([C:10]2[C:11]3[O:18][C:17]([CH:19]=O)=[CH:16][C:12]=3[CH:13]=[N:14][CH:15]=2)[CH:7]=[CH:8][CH:9]=1.[CH3:23][N:24]1[CH2:28][C:27](=[O:29])[NH:26][C:25]1=[O:30].NCCC(O)=O. The catalyst is C(O)(=O)C. The product is [CH3:23][N:24]1[C:25](=[O:30])[NH:26][C:27](=[O:29])/[C:28]/1=[CH:19]/[C:17]1[O:18][C:11]2[C:10]([C:6]3[CH:7]=[CH:8][CH:9]=[C:4]([O:3][C:2]([F:1])([F:22])[F:21])[CH:5]=3)=[CH:15][N:14]=[CH:13][C:12]=2[CH:16]=1. The yield is 0.850.